The task is: Binary Classification. Given a drug SMILES string, predict its activity (active/inactive) in a high-throughput screening assay against a specified biological target.. This data is from Tyrosyl-DNA phosphodiesterase HTS with 341,365 compounds. (1) The compound is S(=O)(=O)(NC(c1ccc(OC(C)C)cc1)CC(O)=O)c1ccc(NC(=O)C)cc1. The result is 0 (inactive). (2) The drug is O(\N=C1\c2c(c3c1cccc3)cccc2)C(=O)c1cc(OC)c(OC)cc1. The result is 0 (inactive).